From a dataset of Full USPTO retrosynthesis dataset with 1.9M reactions from patents (1976-2016). Predict the reactants needed to synthesize the given product. Given the product [CH2:1]([O:8][CH2:9][O:10][C@H:11]1[CH2:15][N:14]([C:16]([C@H:18]2[CH2:19][CH2:20][C@H:21]([C:24]([F:25])([F:26])[F:27])[CH2:22][CH2:23]2)=[O:17])[C@@H:13]([CH2:28][O:29][C:30]2[C:31]([C:36]([NH:45][C:40]3[CH:41]=[CH:42][CH:43]=[CH:44][N:39]=3)=[O:38])=[N:32][CH:33]=[CH:34][CH:35]=2)[CH2:12]1)[C:2]1[CH:3]=[CH:4][CH:5]=[CH:6][CH:7]=1, predict the reactants needed to synthesize it. The reactants are: [CH2:1]([O:8][CH2:9][O:10][C@H:11]1[CH2:15][N:14]([C:16]([C@H:18]2[CH2:23][CH2:22][C@H:21]([C:24]([F:27])([F:26])[F:25])[CH2:20][CH2:19]2)=[O:17])[C@@H:13]([CH2:28][O:29][C:30]2[C:31]([C:36]([OH:38])=O)=[N:32][CH:33]=[CH:34][CH:35]=2)[CH2:12]1)[C:2]1[CH:7]=[CH:6][CH:5]=[CH:4][CH:3]=1.[N:39]1[CH:44]=[CH:43][CH:42]=[CH:41][C:40]=1[NH2:45].Cl.Cl.N1CCC[C@@H]1COC1C(C(N)=O)=NC=CC=1.